Dataset: Reaction yield outcomes from USPTO patents with 853,638 reactions. Task: Predict the reaction yield, written as a fraction of the theoretical maximum amount of product (1.0 means a 100% yield; for example, 0.34 means a 34% yield). (1) The reactants are [CH3:1][O:2][C:3]1[C:8]2[N:9]=[C:10]([C:12]([C@H:14]3[O:19][CH2:18][C@H:17]([NH:20][CH2:21][C:22]4[CH:23]=[CH:24][C:25]5[S:26][CH2:27][C:28](=[O:32])[NH:29][C:30]=5[N:31]=4)[CH2:16][CH2:15]3)=O)[S:11][C:7]=2[CH:6]=[CH:5][CH:4]=1.Cl.[NH2:34][OH:35]. The catalyst is N1C=CC=CC=1. The product is [OH:35][N:34]=[C:12]([C:10]1[S:11][C:7]2[CH:6]=[CH:5][CH:4]=[C:3]([O:2][CH3:1])[C:8]=2[N:9]=1)[C@H:14]1[O:19][CH2:18][C@H:17]([NH:20][CH2:21][C:22]2[CH:23]=[CH:24][C:25]3[S:26][CH2:27][C:28](=[O:32])[NH:29][C:30]=3[N:31]=2)[CH2:16][CH2:15]1. The yield is 0.200. (2) The reactants are CN[CH:3]1[CH2:8][CH2:7][C:6]([C:9]2[C:17]3[C:12](=[CH:13][CH:14]=[C:15]([NH:18][C:19]([C:21]4[S:22][CH:23]=[CH:24][CH:25]=4)=[NH:20])[CH:16]=3)[NH:11][CH:10]=2)=[CH:5][CH2:4]1.C1C2[N:29]([CH2:30]C=C(C3C4C(=CC=C(N)C=4)NC=3)C2)[CH2:28]C1.I.CSC(C1SC=CC=1)=N. The catalyst is C(O)C. The product is [CH2:3]1[CH:4]2[N:29]([CH2:30][CH:7]=[C:6]([C:9]3[C:17]4[C:12](=[CH:13][CH:14]=[C:15]([NH:18][C:19]([C:21]5[S:22][CH:23]=[CH:24][CH:25]=5)=[NH:20])[CH:16]=4)[NH:11][CH:10]=3)[CH2:5]2)[CH2:28][CH2:8]1. The yield is 0.790. (3) The product is [CH2:16]([N:6]1[C@H:5]([CH3:8])[CH2:4][N:3]([C:9]([O:11][CH2:12][CH3:13])=[O:10])[C@@H:2]([CH3:1])[CH2:7]1)[CH:15]=[CH2:14]. The catalyst is C(#N)C. The reactants are [CH3:1][C@H:2]1[CH2:7][NH:6][C@H:5]([CH3:8])[CH2:4][N:3]1[C:9]([O:11][CH2:12][CH3:13])=[O:10].[CH2:14](Br)[CH:15]=[CH2:16].C(=O)([O-])[O-].[Na+].[Na+]. The yield is 0.810. (4) The yield is 0.490. The catalyst is N1C=CC=CC=1. The reactants are [Cl:1][C:2]1[CH:21]=[CH:20][C:5]([CH2:6][O:7][C:8]2[CH:16]=[CH:15][CH:14]=[C:10]([C:11]([OH:13])=O)[C:9]=2[C:17]([OH:19])=O)=[CH:4][CH:3]=1.Cl.[NH2:23][CH:24]1[CH2:30][CH2:29][C:28](=[O:31])[NH:27][C:25]1=[O:26]. The product is [Cl:1][C:2]1[CH:3]=[CH:4][C:5]([CH2:6][O:7][C:8]2[CH:16]=[CH:15][CH:14]=[C:10]3[C:9]=2[C:17](=[O:19])[N:23]([CH:24]2[CH2:30][CH2:29][C:28](=[O:31])[NH:27][C:25]2=[O:26])[C:11]3=[O:13])=[CH:20][CH:21]=1. (5) The reactants are [CH3:1][N:2]([S:15]([C:18]1[CH:23]=[CH:22][CH:21]=[CH:20][C:19]=1[C:24]([F:27])([F:26])[F:25])(=[O:17])=[O:16])[C:3]1[CH:4]=[CH:5][CH:6]=[C:7]2[C:11]=1[NH:10][C:9]([C:12](O)=[O:13])=[CH:8]2.C[N:29](C)C=O.Cl.CN(C)CCCN=C=NCC. The catalyst is C(OCC)(=O)C. The product is [CH3:1][N:2]([S:15]([C:18]1[CH:23]=[CH:22][CH:21]=[CH:20][C:19]=1[C:24]([F:26])([F:27])[F:25])(=[O:16])=[O:17])[C:3]1[CH:4]=[CH:5][CH:6]=[C:7]2[C:11]=1[NH:10][C:9]([C:12]([NH2:29])=[O:13])=[CH:8]2. The yield is 0.980.